The task is: Predict the reactants needed to synthesize the given product.. This data is from Full USPTO retrosynthesis dataset with 1.9M reactions from patents (1976-2016). (1) Given the product [F:17][C:5]1[C:6]([C:8]2[N:12]([CH:13]([CH3:14])[CH3:15])[C:11]([CH3:16])=[N:10][CH:9]=2)=[N:7][C:2]([NH:1][C:19]2[CH:20]=[CH:21][C:22]([C:25]#[N:26])=[N:23][CH:24]=2)=[N:3][CH:4]=1, predict the reactants needed to synthesize it. The reactants are: [NH2:1][C:2]1[N:7]=[C:6]([C:8]2[N:12]([CH:13]([CH3:15])[CH3:14])[C:11]([CH3:16])=[N:10][CH:9]=2)[C:5]([F:17])=[CH:4][N:3]=1.Br[C:19]1[CH:20]=[CH:21][C:22]([C:25]#[N:26])=[N:23][CH:24]=1. (2) The reactants are: [CH3:1][C@H:2]1[CH2:6][CH2:5][CH2:4][N:3]1[C:7]1[C:8]([C:21]2[O:22][C:23]3[CH:29]=[CH:28][C:27]([C:30]([F:33])([F:32])[F:31])=[CH:26][C:24]=3[CH:25]=2)=[N:9][C:10]2[C:15]([N:16]=1)=[CH:14][C:13]([C:17]([O:19]C)=[O:18])=[CH:12][CH:11]=2.[OH-].[Na+]. Given the product [CH3:1][C@H:2]1[CH2:6][CH2:5][CH2:4][N:3]1[C:7]1[C:8]([C:21]2[O:22][C:23]3[CH:29]=[CH:28][C:27]([C:30]([F:32])([F:31])[F:33])=[CH:26][C:24]=3[CH:25]=2)=[N:9][C:10]2[C:15]([N:16]=1)=[CH:14][C:13]([C:17]([OH:19])=[O:18])=[CH:12][CH:11]=2, predict the reactants needed to synthesize it. (3) Given the product [OH:26][CH2:25][CH2:27][NH:28][C:3](=[O:24])[C:4]1[CH:9]=[CH:8][C:7](/[CH:10]=[CH:11]/[C:12]2[C:13]([C:18]3[CH:19]=[CH:20][CH:21]=[CH:22][CH:23]=3)=[N:14][O:15][C:16]=2[CH3:17])=[N:6][CH:5]=1, predict the reactants needed to synthesize it. The reactants are: CO[C:3](=[O:24])[C:4]1[CH:9]=[CH:8][C:7](/[CH:10]=[CH:11]/[C:12]2[C:13]([C:18]3[CH:23]=[CH:22][CH:21]=[CH:20][CH:19]=3)=[N:14][O:15][C:16]=2[CH3:17])=[N:6][CH:5]=1.[CH2:25]([CH2:27][NH2:28])[OH:26]. (4) Given the product [O:21]1[C:25]2[CH:26]=[CH:27][C:28]([C:30]3[CH:31]=[CH:34][C:35]([C:44]4[N:12]([CH2:11][C@@H:8]5[CH2:9][CH2:10][N:6]([C:4]([CH:1]6[CH2:3][CH2:2]6)=[O:5])[CH2:7]5)[C:13]5[CH:18]=[C:17]([CH3:19])[CH:16]=[CH:15][C:14]=5[N:20]=4)=[CH:36][CH:37]=3)=[CH:29][C:24]=2[CH:23]=[CH:22]1, predict the reactants needed to synthesize it. The reactants are: [CH:1]1([C:4]([N:6]2[CH2:10][CH2:9][C@@H:8]([CH2:11][NH:12][C:13]3[C:14]([NH2:20])=[CH:15][CH:16]=[C:17]([CH3:19])[CH:18]=3)[CH2:7]2)=[O:5])[CH2:3][CH2:2]1.[O:21]1[C:25]2[CH:26]=[CH:27][C:28]([C:30]3[CH:37]=[CH:36][CH:35]=[CH:34][C:31]=3C=O)=[CH:29][C:24]=2[CH:23]=[CH:22]1.OOS([O-])=O.[K+].[CH3:44]N(C=O)C.